From a dataset of Forward reaction prediction with 1.9M reactions from USPTO patents (1976-2016). Predict the product of the given reaction. (1) The product is: [Cl:1][C:2]1[C:10]2[N:9]=[C:8]3[N:11]([C:15]4[CH:20]=[CH:19][C:18]([O:21][CH3:22])=[CH:17][C:16]=4[Cl:23])[CH2:12][CH2:13][CH2:14][N:7]3[C:6]=2[C:5]([C:24]([CH:37]2[CH2:38][CH2:39]2)([CH:28]2[CH2:30][CH2:29]2)[OH:25])=[CH:4][CH:3]=1. Given the reactants [Cl:1][C:2]1[CH:3]=[CH:4][C:5]([C:24](OC)=[O:25])=[C:6]2[C:10]=1[N:9]=[C:8]1[N:11]([C:15]3[CH:20]=[CH:19][C:18]([O:21][CH3:22])=[CH:17][C:16]=3[Cl:23])[CH2:12][CH2:13][CH2:14][N:7]21.[CH:28]1([Mg]Br)[CH2:30][CH2:29]1.[Cl-].[NH4+].O1[CH2:39][CH2:38][CH2:37]C1, predict the reaction product. (2) Given the reactants [CH2:1]([O:3][C:4](=[O:21])[CH:5]([C:12]1[CH:17]=[CH:16][C:15]([N+:18]([O-])=O)=[CH:14][CH:13]=1)[CH2:6][CH:7]1[CH2:11][CH2:10][CH2:9][CH2:8]1)[CH3:2].[H][H], predict the reaction product. The product is: [CH2:1]([O:3][C:4](=[O:21])[CH:5]([C:12]1[CH:17]=[CH:16][C:15]([NH2:18])=[CH:14][CH:13]=1)[CH2:6][CH:7]1[CH2:8][CH2:9][CH2:10][CH2:11]1)[CH3:2]. (3) Given the reactants [O:1]1[C:5]2[CH:6]=[CH:7][CH:8]=[CH:9][C:4]=2[N:3]=[C:2]1[NH:10][C@H:11]1[CH2:15][CH2:14][CH2:13][C@@H:12]1[NH:16][C:17](=[O:29])[C:18]1[CH:23]=[CH:22][CH:21]=[CH:20][C:19]=1[N:24]1[N:28]=[CH:27][CH:26]=[N:25]1.Cl.N[C@H]1CCC[C@@H]1NC(=O)C1C=CC=CC=1N1N=CC=N1.ClC1OC2C=CC([F:61])=CC=2N=1, predict the reaction product. The product is: [F:61][C:8]1[CH:7]=[CH:6][C:5]2[O:1][C:2]([NH:10][C@H:11]3[CH2:15][CH2:14][CH2:13][C@@H:12]3[NH:16][C:17](=[O:29])[C:18]3[CH:23]=[CH:22][CH:21]=[CH:20][C:19]=3[N:24]3[N:28]=[CH:27][CH:26]=[N:25]3)=[N:3][C:4]=2[CH:9]=1. (4) Given the reactants Cl[C:2]1[C:11]2[C:6](=[CH:7][C:8]([O:17][CH3:18])=[C:9]([S:12][C:13]([CH3:16])([CH3:15])[CH3:14])[CH:10]=2)[N:5]=[CH:4][CH:3]=1.[CH3:19][C:20]1[C:21]([NH2:26])=[N:22][NH:23][C:24]=1[CH3:25].Cl, predict the reaction product. The product is: [CH3:14][C:13]([S:12][C:9]1[CH:10]=[C:11]2[C:6](=[CH:7][C:8]=1[O:17][CH3:18])[N:5]=[CH:4][CH:3]=[C:2]2[NH:26][C:21]1[C:20]([CH3:19])=[C:24]([CH3:25])[NH:23][N:22]=1)([CH3:16])[CH3:15]. (5) Given the reactants C(OC([NH:11][C:12]1[CH:17]=[CH:16][C:15]([CH2:18][CH2:19][CH2:20][C:21]2[N:22]([C:26]([O:28][C:29]([CH3:32])([CH3:31])[CH3:30])=[O:27])[CH:23]=[CH:24][N:25]=2)=[CH:14][CH:13]=1)=O)C1C=CC=CC=1, predict the reaction product. The product is: [NH2:11][C:12]1[CH:17]=[CH:16][C:15]([CH2:18][CH2:19][CH2:20][C:21]2[N:22]([C:26]([O:28][C:29]([CH3:32])([CH3:31])[CH3:30])=[O:27])[CH:23]=[CH:24][N:25]=2)=[CH:14][CH:13]=1.